Dataset: Catalyst prediction with 721,799 reactions and 888 catalyst types from USPTO. Task: Predict which catalyst facilitates the given reaction. (1) Reactant: Br[CH2:2][C:3]1[CH:4]=[C:5]([CH:10]=[CH:11][CH:12]=1)[C:6]([O:8][CH3:9])=[O:7].[CH:13]([NH2:16])([CH3:15])[CH3:14]. Product: [CH:13]([NH:16][CH2:2][C:3]1[CH:4]=[C:5]([CH:10]=[CH:11][CH:12]=1)[C:6]([O:8][CH3:9])=[O:7])([CH3:15])[CH3:14]. The catalyst class is: 3. (2) Reactant: [NH:1]1[CH:5]=[C:4]([CH2:6][C:7]([N:9]2[CH2:14][CH2:13][N:12](C(OCC3C=CC=CC=3)=O)[CH2:11][C@H:10]2[C:25](=[O:41])[NH:26][C:27]2[CH:32]=[CH:31][C:30]([O:33][C:34]3[CH:39]=[CH:38][C:37]([F:40])=[CH:36][CH:35]=3)=[CH:29][CH:28]=2)=[O:8])[N:3]=[CH:2]1. Product: [NH:1]1[CH:5]=[C:4]([CH2:6][C:7]([N:9]2[CH2:14][CH2:13][NH:12][CH2:11][C@H:10]2[C:25]([NH:26][C:27]2[CH:28]=[CH:29][C:30]([O:33][C:34]3[CH:39]=[CH:38][C:37]([F:40])=[CH:36][CH:35]=3)=[CH:31][CH:32]=2)=[O:41])=[O:8])[N:3]=[CH:2]1. The catalyst class is: 43. (3) Product: [CH2:13]([N:20]1[CH2:24][CH2:23][C@H:22]([NH:25][CH2:11][C:2]2[CH:3]=[CH:4][C:5]3[C:10](=[CH:9][CH:8]=[CH:7][CH:6]=3)[CH:1]=2)[CH2:21]1)[C:14]1[CH:15]=[CH:16][CH:17]=[CH:18][CH:19]=1. Reactant: [CH:1]1[C:10]2[C:5](=[CH:6][CH:7]=[CH:8][CH:9]=2)[CH:4]=[CH:3][C:2]=1[CH:11]=O.[CH2:13]([N:20]1[CH2:24][CH2:23][C@H:22]([NH2:25])[CH2:21]1)[C:14]1[CH:19]=[CH:18][CH:17]=[CH:16][CH:15]=1.[BH4-].[Na+]. The catalyst class is: 24. (4) Reactant: OC([C@H:4]1[N:9]([C:10]([O:12][CH2:13][C:14]2C=CC=CC=2)=[O:11])[CH2:8][C@H:7]([C:20]([O:22]C)=[O:21])[CH2:6][CH2:5]1)C.O.[OH-].[Li+].Cl. Product: [CH3:14][CH:13]1[C@@H:4]2[CH2:5][CH2:6][C@@H:7]([C:20]([OH:22])=[O:21])[CH2:8][N:9]2[C:10](=[O:11])[O:12]1. The catalyst class is: 20. (5) Reactant: [H-].[Na+].[CH3:3][O:4][C:5](=[O:11])[C:6]([CH3:10])([CH3:9])[CH2:7][OH:8].I[CH2:13][CH3:14]. Product: [CH3:3][O:4][C:5](=[O:11])[C:6]([CH3:10])([CH3:9])[CH2:7][O:8][CH2:13][CH3:14]. The catalyst class is: 3. (6) The catalyst class is: 11. Reactant: [H-].[Na+].C(OP([CH2:11][C:12]([O:14][CH2:15][CH3:16])=[O:13])(OCC)=O)C.[F:17][C:18]1[CH:27]=[CH:26][CH:25]=[C:24]2[C:19]=1[CH2:20][CH2:21][CH2:22][C:23]2=O. Product: [F:17][C:18]1[CH:27]=[CH:26][CH:25]=[C:24]2[C:19]=1[CH2:20][CH2:21][CH2:22][C:23]2=[CH:11][C:12]([O:14][CH2:15][CH3:16])=[O:13].